The task is: Predict which catalyst facilitates the given reaction.. This data is from Catalyst prediction with 721,799 reactions and 888 catalyst types from USPTO. Product: [C:69]([O:68][C:67](=[O:73])[NH:66][C:61]1[CH:62]=[CH:63][CH:64]=[CH:65][C:60]=1[NH:59][C:46]([C:45]1[C:44]2[C:39](=[CH:40][CH:41]=[CH:42][CH:43]=2)[N:38]([S:49]([C:52]2[CH:53]=[CH:54][C:55]([CH3:58])=[CH:56][CH:57]=2)(=[O:50])=[O:51])[C:37]=1[CH2:34][CH:35]=[CH2:36])=[O:47])([CH3:72])([CH3:70])[CH3:71]. Reactant: C1CN([P+](Br)(N2CCCC2)N2CCCC2)CC1.F[P-](F)(F)(F)(F)F.CCN(C(C)C)C(C)C.[CH2:34]([C:37]1[N:38]([S:49]([C:52]2[CH:57]=[CH:56][C:55]([CH3:58])=[CH:54][CH:53]=2)(=[O:51])=[O:50])[C:39]2[C:44]([C:45]=1[C:46](O)=[O:47])=[CH:43][CH:42]=[CH:41][CH:40]=2)[CH:35]=[CH2:36].[NH2:59][C:60]1[CH:65]=[CH:64][CH:63]=[CH:62][C:61]=1[NH:66][C:67](=[O:73])[O:68][C:69]([CH3:72])([CH3:71])[CH3:70]. The catalyst class is: 22.